From a dataset of Reaction yield outcomes from USPTO patents with 853,638 reactions. Predict the reaction yield, written as a fraction of the theoretical maximum amount of product (1.0 means a 100% yield; for example, 0.34 means a 34% yield). (1) The reactants are [C:1]1([C:7]2[CH:11]=[C:10]([C:12]3[CH:17]=[CH:16][CH:15]=[CH:14][CH:13]=3)[N:9]([CH2:18][C:19]3[CH:38]=[CH:37][C:22]([CH2:23][NH:24][C:25]4[CH:30]=[CH:29][C:28]([CH2:31][CH2:32][C:33]([OH:35])=[O:34])=[C:27]([F:36])[CH:26]=4)=[CH:21][C:20]=3[O:39][CH:40]([CH3:42])[CH3:41])[N:8]=2)[CH:6]=[CH:5][CH:4]=[CH:3][CH:2]=1.[ClH:43].C(OCC)(=O)C. The catalyst is C(OCC)(=O)C. The product is [ClH:43].[ClH:43].[C:1]1([C:7]2[CH:11]=[C:10]([C:12]3[CH:17]=[CH:16][CH:15]=[CH:14][CH:13]=3)[N:9]([CH2:18][C:19]3[CH:38]=[CH:37][C:22]([CH2:23][NH:24][C:25]4[CH:30]=[CH:29][C:28]([CH2:31][CH2:32][C:33]([OH:35])=[O:34])=[C:27]([F:36])[CH:26]=4)=[CH:21][C:20]=3[O:39][CH:40]([CH3:42])[CH3:41])[N:8]=2)[CH:6]=[CH:5][CH:4]=[CH:3][CH:2]=1. The yield is 0.900. (2) The reactants are CON(C)[C:4]([C:6]1[C:11]([NH2:12])=[N:10][CH:9]=[C:8]([I:13])[N:7]=1)=[O:5].[C:15]1([Mg]Br)[CH:20]=[CH:19][CH:18]=[CH:17][CH:16]=1.C(O)(=O)CC(CC(O)=O)(C(O)=O)O. The catalyst is C1COCC1.CCOCC.O.ClCCl. The product is [NH2:12][C:11]1[C:6]([C:4]([C:15]2[CH:20]=[CH:19][CH:18]=[CH:17][CH:16]=2)=[O:5])=[N:7][C:8]([I:13])=[CH:9][N:10]=1. The yield is 0.680.